This data is from Reaction yield outcomes from USPTO patents with 853,638 reactions. The task is: Predict the reaction yield, written as a fraction of the theoretical maximum amount of product (1.0 means a 100% yield; for example, 0.34 means a 34% yield). (1) The reactants are [CH:1]1([C:4]2[C:13]3[C:8](=[CH:9][CH:10]=[CH:11][CH:12]=3)[CH:7]=[N+:6]([O-])[CH:5]=2)[CH2:3][CH2:2]1.O=P(Cl)(Cl)[Cl:17]. No catalyst specified. The product is [Cl:17][C:7]1[C:8]2[C:13](=[CH:12][CH:11]=[CH:10][CH:9]=2)[C:4]([CH:1]2[CH2:3][CH2:2]2)=[CH:5][N:6]=1. The yield is 0.0576. (2) The reactants are [CH2:1]([O:8][C:9]1[C:14]([C:15]2[CH:16]=[C:17]([C:36]([CH3:39])([CH3:38])[CH3:37])[C:18]([O:34][CH3:35])=[C:19]([NH:21][C:22](=[O:33])[C:23]3[CH:28]=[CH:27][C:26]([N+:29]([O-])=O)=[C:25]([F:32])[CH:24]=3)[CH:20]=2)=[CH:13][CH:12]=[CH:11][N:10]=1)[C:2]1[CH:7]=[CH:6][CH:5]=[CH:4][CH:3]=1.[NH4+].[Cl-]. The catalyst is [Fe].CO.O. The product is [NH2:29][C:26]1[CH:27]=[CH:28][C:23]([C:22]([NH:21][C:19]2[CH:20]=[C:15]([C:14]3[C:9]([O:8][CH2:1][C:2]4[CH:7]=[CH:6][CH:5]=[CH:4][CH:3]=4)=[N:10][CH:11]=[CH:12][CH:13]=3)[CH:16]=[C:17]([C:36]([CH3:38])([CH3:39])[CH3:37])[C:18]=2[O:34][CH3:35])=[O:33])=[CH:24][C:25]=1[F:32]. The yield is 0.720. (3) The reactants are [CH3:1][N:2]([CH3:18])[CH:3]1[C:12]2[CH2:11][O:10][C:9]([C:13]#[N:14])=[CH:8][C:7]3=[CH:15][NH:16][CH:17]=[C:5]([C:6]=23)[CH2:4]1.[OH-:19].[Na+]. No catalyst specified. The product is [CH3:1][N:2]([CH3:18])[CH:3]1[C:12]2[CH2:11][O:10][C:9]([C:13]([NH2:14])=[O:19])=[CH:8][C:7]3=[CH:15][NH:16][CH:17]=[C:5]([C:6]=23)[CH2:4]1. The yield is 0.620. (4) The reactants are [N:1]#[C:2][NH2:3].[CH3:4][O-].[Na+].[Cl:7][C:8]1[CH:13]=[C:12]([N:14]=[C:15]=[S:16])[CH:11]=[C:10]([Cl:17])[C:9]=1[S:18][C:19]1[CH:24]=[CH:23][CH:22]=[C:21]([C:25]([F:28])([F:27])[F:26])[CH:20]=1.IC. The catalyst is C1(C)C=CC=CC=1.CO.C(OCC)(=O)C. The product is [C:2](/[N:3]=[C:15](\[S:16][CH3:4])/[NH:14][C:12]1[CH:11]=[C:10]([Cl:17])[C:9]([S:18][C:19]2[CH:24]=[CH:23][CH:22]=[C:21]([C:25]([F:27])([F:28])[F:26])[CH:20]=2)=[C:8]([Cl:7])[CH:13]=1)#[N:1]. The yield is 0.640. (5) The reactants are [OH:1][C:2]1[CH:7]=[CH:6][C:5]([C:8]2([C:11]([N:13]3[CH2:17][CH2:16][C@@:15]4([C:21]5[CH:22]=[CH:23][CH:24]=[CH:25][C:20]=5[C:19](=[O:26])[O:18]4)[CH2:14]3)=[O:12])[CH2:10][CH2:9]2)=[CH:4][CH:3]=1.N(C(OC(C)C)=O)=NC(OC(C)C)=O.C1(P(C2C=CC=CC=2)C2C=CC=CC=2)C=CC=CC=1.[N:60]1[CH:65]=[CH:64][CH:63]=[CH:62][C:61]=1[CH2:66][CH2:67]O. The catalyst is O1CCCC1. The product is [N:60]1[CH:65]=[CH:64][CH:63]=[CH:62][C:61]=1[CH2:66][CH2:67][O:1][C:2]1[CH:7]=[CH:6][C:5]([C:8]2([C:11]([N:13]3[CH2:17][CH2:16][C@@:15]4([C:21]5[CH:22]=[CH:23][CH:24]=[CH:25][C:20]=5[C:19](=[O:26])[O:18]4)[CH2:14]3)=[O:12])[CH2:10][CH2:9]2)=[CH:4][CH:3]=1. The yield is 0.330. (6) The reactants are [O:1]1[C:6]2[CH:7]=[CH:8][C:9]([CH2:11]O)=[CH:10][C:5]=2[O:4][CH2:3][CH2:2]1.O=S(Cl)[Cl:15]. No catalyst specified. The product is [Cl:15][CH2:11][C:9]1[CH:8]=[CH:7][C:6]2[O:1][CH2:2][CH2:3][O:4][C:5]=2[CH:10]=1. The yield is 0.880. (7) The reactants are [CH3:1][O:2][C:3]1[CH:4]=[C:5]2[C:10](=[CH:11][C:12]=1[O:13][CH3:14])[N:9]=[CH:8][CH:7]=[C:6]2[O:15][C:16]1[CH:21]=[CH:20][C:19]([NH:22][C:23](=O)[CH2:24][O:25][C:26]2[CH:31]=[CH:30][CH:29]=[C:28]([Cl:32])[CH:27]=2)=[CH:18][CH:17]=1.Cl.[OH-].[Na+]. The catalyst is O1CCCC1. The product is [Cl:32][C:28]1[CH:27]=[C:26]([CH:31]=[CH:30][CH:29]=1)[O:25][CH2:24][CH2:23][NH:22][C:19]1[CH:20]=[CH:21][C:16]([O:15][C:6]2[C:5]3[C:10](=[CH:11][C:12]([O:13][CH3:14])=[C:3]([O:2][CH3:1])[CH:4]=3)[N:9]=[CH:8][CH:7]=2)=[CH:17][CH:18]=1. The yield is 0.800. (8) The reactants are Cl[C:2]1[N:7]=[CH:6][C:5]([S:8]([N:11]([CH2:13][CH3:14])[CH3:12])(=[O:10])=[O:9])=[CH:4][CH:3]=1.[CH3:15][Sn:16](C)([CH3:18])[CH3:17]. The catalyst is O1CCOCC1.C1C=CC([P]([Pd]([P](C2C=CC=CC=2)(C2C=CC=CC=2)C2C=CC=CC=2)([P](C2C=CC=CC=2)(C2C=CC=CC=2)C2C=CC=CC=2)[P](C2C=CC=CC=2)(C2C=CC=CC=2)C2C=CC=CC=2)(C2C=CC=CC=2)C2C=CC=CC=2)=CC=1. The product is [CH2:13]([N:11]([CH3:12])[S:8]([C:5]1[CH:6]=[N:7][C:2]([Sn:16]([CH3:18])([CH3:17])[CH3:15])=[CH:3][CH:4]=1)(=[O:10])=[O:9])[CH3:14]. The yield is 0.400.